Predict the product of the given reaction. From a dataset of Forward reaction prediction with 1.9M reactions from USPTO patents (1976-2016). (1) Given the reactants [CH3:1][O:2][C:3]([C:5]1[CH:14]=[C:13]([OH:15])[C:12]2[C:7](=[C:8]([O:17]CC3C=CC=CC=3)[CH:9]=[CH:10][C:11]=2[Br:16])[N:6]=1)=[O:4].CN(C)C1C=CC=CC=1.[Cl-].[Al+3].[Cl-].[Cl-], predict the reaction product. The product is: [CH3:1][O:2][C:3]([C:5]1[CH:14]=[C:13]([OH:15])[C:12]2[C:7](=[C:8]([OH:17])[CH:9]=[CH:10][C:11]=2[Br:16])[N:6]=1)=[O:4]. (2) Given the reactants [Br:1][C:2]1[CH:3]=[C:4]([C:15]2[CH:16]([C:33]3[CH:38]=[CH:37][C:36](I)=[CH:35][CH:34]=3)[O:17][C:18]3[C:23]([C:24]=2[CH3:25])=[CH:22][C:21]([O:26][CH:27]2[CH2:32][CH2:31][CH2:30][CH2:29][O:28]2)=[CH:20][CH:19]=3)[CH:5]=[C:6]([O:8][CH:9]2[CH2:14][CH2:13][CH2:12][CH2:11][O:10]2)[CH:7]=1.[F:40][CH2:41][C@@H:42]1[CH2:46][CH2:45][N:44]([C@@H:47]([CH3:50])[CH2:48][OH:49])[CH2:43]1, predict the reaction product. The product is: [Br:1][C:2]1[CH:3]=[C:4]([C:15]2[CH:16]([C:33]3[CH:38]=[CH:37][C:36]([O:49][CH2:48][C@@H:47]([N:44]4[CH2:45][CH2:46][C@@H:42]([CH2:41][F:40])[CH2:43]4)[CH3:50])=[CH:35][CH:34]=3)[O:17][C:18]3[C:23]([C:24]=2[CH3:25])=[CH:22][C:21]([O:26][CH:27]2[CH2:32][CH2:31][CH2:30][CH2:29][O:28]2)=[CH:20][CH:19]=3)[CH:5]=[C:6]([O:8][CH:9]2[CH2:14][CH2:13][CH2:12][CH2:11][O:10]2)[CH:7]=1. (3) Given the reactants [F:1][C:2]([F:17])([F:16])[C:3]1[C:11]2[CH2:10][CH2:9][CH2:8][CH2:7][C:6]=2[N:5]([CH2:12][C:13]([OH:15])=O)[N:4]=1.C(Cl)(=O)C(Cl)=O.O[NH:25][C:26]([C:28]1[CH:29]=[N:30][N:31]2[C:36]([C:37]([F:40])([F:39])[F:38])=[CH:35][C:34]([CH3:41])=[N:33][C:32]=12)=[NH:27].O, predict the reaction product. The product is: [CH3:41][C:34]1[CH:35]=[C:36]([C:37]([F:39])([F:38])[F:40])[N:31]2[N:30]=[CH:29][C:28]([C:26]3[N:27]=[C:13]([CH2:12][N:5]4[C:6]5[CH2:7][CH2:8][CH2:9][CH2:10][C:11]=5[C:3]([C:2]([F:1])([F:17])[F:16])=[N:4]4)[O:15][N:25]=3)=[C:32]2[N:33]=1. (4) Given the reactants [CH:1]1([NH:7][NH:8]C(OC(C)(C)C)=O)[CH2:6][CH2:5][CH2:4][CH2:3][CH2:2]1.[ClH:16], predict the reaction product. The product is: [ClH:16].[CH:1]1([NH:7][NH2:8])[CH2:6][CH2:5][CH2:4][CH2:3][CH2:2]1. (5) Given the reactants CN(C)[CH:3]=[O:4].[H-].[Na+].F[C:9]1[CH:10]=[CH:11][C:12]([C:21]([F:24])([F:23])[F:22])=[C:13]([C:15]2[CH:20]=[CH:19][N:18]=[CH:17][CH:16]=2)[CH:14]=1.[Cl-].[NH4+], predict the reaction product. The product is: [CH3:3][O:4][C:9]1[CH:10]=[CH:11][C:12]([C:21]([F:24])([F:23])[F:22])=[C:13]([C:15]2[CH:20]=[CH:19][N:18]=[CH:17][CH:16]=2)[CH:14]=1. (6) Given the reactants [O:1]=[C:2]1[CH2:7][CH2:6][CH:5]([C:8]([OH:10])=O)[CH2:4][CH2:3]1.C(Cl)(=O)C(Cl)=O.CCN(CC)CC.Cl.[CH3:25][NH:26][O:27][CH3:28], predict the reaction product. The product is: [CH3:28][O:27][N:26]([CH3:25])[C:8]([CH:5]1[CH2:4][CH2:3][C:2](=[O:1])[CH2:7][CH2:6]1)=[O:10].